This data is from Full USPTO retrosynthesis dataset with 1.9M reactions from patents (1976-2016). The task is: Predict the reactants needed to synthesize the given product. The reactants are: Br[C:2]1[CH:7]=[CH:6][C:5]([OH:8])=[C:4]([C:9]([CH3:12])([CH3:11])[CH3:10])[CH:3]=1.[B:13]1([B:13]2[O:17][C:16]([CH3:19])([CH3:18])[C:15]([CH3:21])([CH3:20])[O:14]2)[O:17][C:16]([CH3:19])([CH3:18])[C:15]([CH3:21])([CH3:20])[O:14]1.CC([O-])=O.[K+]. Given the product [C:9]([C:4]1[CH:3]=[C:2]([B:13]2[O:17][C:16]([CH3:19])([CH3:18])[C:15]([CH3:21])([CH3:20])[O:14]2)[CH:7]=[CH:6][C:5]=1[OH:8])([CH3:12])([CH3:11])[CH3:10], predict the reactants needed to synthesize it.